Task: Predict the reaction yield, written as a fraction of the theoretical maximum amount of product (1.0 means a 100% yield; for example, 0.34 means a 34% yield).. Dataset: Reaction yield outcomes from USPTO patents with 853,638 reactions (1) The reactants are [C:1]([O:5][C:6]([N:8]1[CH:13]2[CH2:14][CH2:15][CH:9]1[CH2:10][C:11](=[CH:16][C:17](OCC)=[O:18])[CH2:12]2)=[O:7])([CH3:4])([CH3:3])[CH3:2].CC(C[AlH]CC(C)C)C.C(O)(C)C.O. The catalyst is C1COCC1.C(Cl)Cl. The product is [C:1]([O:5][C:6]([N:8]1[CH:13]2[CH2:14][CH2:15][CH:9]1[CH2:10][C:11](=[CH:16][CH2:17][OH:18])[CH2:12]2)=[O:7])([CH3:4])([CH3:3])[CH3:2]. The yield is 0.820. (2) The reactants are [OH:1][C@@:2]1([C:9]#[C:10][C:11]2[CH:12]=[C:13]([C:17]3[N:22]=[C:21]([C:23]([OH:25])=O)[CH:20]=[C:19]([N:26]4[C:30]([CH3:31])=[CH:29][CH:28]=[N:27]4)[N:18]=3)[CH:14]=[CH:15][CH:16]=2)[CH2:6][CH2:5][N:4]([CH3:7])[C:3]1=[O:8].[Cl-].[NH4+:33]. The yield is 0.0540. The product is [OH:1][C@@:2]1([C:9]#[C:10][C:11]2[CH:12]=[C:13]([C:17]3[N:22]=[C:21]([C:23]([NH2:33])=[O:25])[CH:20]=[C:19]([N:26]4[C:30]([CH3:31])=[CH:29][CH:28]=[N:27]4)[N:18]=3)[CH:14]=[CH:15][CH:16]=2)[CH2:6][CH2:5][N:4]([CH3:7])[C:3]1=[O:8]. No catalyst specified. (3) The reactants are Cl.[NH2:2][CH2:3][C:4]1[CH:9]=[C:8]([F:10])[C:7]([NH:11][S:12]([CH3:15])(=[O:14])=[O:13])=[C:6]([C:16]#[CH:17])[CH:5]=1.C(N(CC)CC)C.[N:25]1([C:31]2[N:36]=[CH:35][C:34]([CH:37]=[CH:38][C:39](O)=[O:40])=[CH:33][CH:32]=2)[CH2:30][CH2:29][O:28][CH2:27][CH2:26]1.C[N+]1(C2N=C(OC)N=C(OC)N=2)CCOCC1.[Cl-]. The catalyst is C1COCC1.CCOC(C)=O. The product is [C:16]([C:6]1[CH:5]=[C:4]([CH:9]=[C:8]([F:10])[C:7]=1[NH:11][S:12]([CH3:15])(=[O:14])=[O:13])[CH2:3][NH:2][C:39](=[O:40])[CH:38]=[CH:37][C:34]1[CH:35]=[N:36][C:31]([N:25]2[CH2:26][CH2:27][O:28][CH2:29][CH2:30]2)=[CH:32][CH:33]=1)#[CH:17]. The yield is 0.240.